From a dataset of Catalyst prediction with 721,799 reactions and 888 catalyst types from USPTO. Predict which catalyst facilitates the given reaction. (1) Reactant: [C:1]([O:5][C:6]([NH:8][C@H:9]([CH2:21][CH2:22][S:23][CH3:24])[CH:10]([O:14]C1CCCCO1)[C:11]([OH:13])=[O:12])=[O:7])([CH3:4])([CH3:3])[CH3:2].[CH3:25][Si](C=[N+]=[N-])(C)C.C(O)(=O)C. Product: [C:1]([O:5][C:6]([NH:8][C@H:9]([CH2:21][CH2:22][S:23][CH3:24])[CH:10]([OH:14])[C:11]([O:13][CH3:25])=[O:12])=[O:7])([CH3:4])([CH3:3])[CH3:2]. The catalyst class is: 1. (2) Reactant: [OH-].[Na+].C1COCC1.[Cl:8][C:9]1[CH:10]=[CH:11][C:12]([CH2:31][NH:32][C:33]2[CH:38]=[CH:37][C:36]([C:39]3[CH:44]=[CH:43][C:42]([Cl:45])=[CH:41][CH:40]=3)=[C:35]([Cl:46])[CH:34]=2)=[C:13]([C:15]2[CH:16]=[CH:17][C:18]([C:21]([NH:23][CH2:24][CH2:25][C:26]([O:28]CC)=[O:27])=[O:22])=[N:19][CH:20]=2)[CH:14]=1. Product: [Cl:8][C:9]1[CH:10]=[CH:11][C:12]([CH2:31][NH:32][C:33]2[CH:38]=[CH:37][C:36]([C:39]3[CH:40]=[CH:41][C:42]([Cl:45])=[CH:43][CH:44]=3)=[C:35]([Cl:46])[CH:34]=2)=[C:13]([C:15]2[CH:16]=[CH:17][C:18]([C:21]([NH:23][CH2:24][CH2:25][C:26]([OH:28])=[O:27])=[O:22])=[N:19][CH:20]=2)[CH:14]=1. The catalyst class is: 5. (3) Reactant: [CH3:1][O:2][C:3]1[CH:8]=[CH:7][C:6]([NH2:9])=[CH:5][CH:4]=1.[Cl:10][C:11]1[N:16]=[CH:15][C:14]([CH:17]=O)=[CH:13][CH:12]=1. Product: [Cl:10][C:11]1[N:16]=[CH:15][C:14](/[CH:17]=[N:9]/[C:6]2[CH:7]=[CH:8][C:3]([O:2][CH3:1])=[CH:4][CH:5]=2)=[CH:13][CH:12]=1. The catalyst class is: 8. (4) Reactant: [NH2:1][C:2]1[CH:7]=[CH:6][CH:5]=[CH:4][C:3]=1[CH2:8][C:9]#[N:10].[Br:11]N1C(=O)CCC1=O. Product: [NH2:1][C:2]1[CH:7]=[CH:6][C:5]([Br:11])=[CH:4][C:3]=1[CH2:8][C:9]#[N:10]. The catalyst class is: 42.